From a dataset of Peptide-MHC class II binding affinity with 134,281 pairs from IEDB. Regression. Given a peptide amino acid sequence and an MHC pseudo amino acid sequence, predict their binding affinity value. This is MHC class II binding data. (1) The peptide sequence is RVVHLYRNGKDQDGD. The MHC is DRB1_1201 with pseudo-sequence DRB1_1201. The binding affinity (normalized) is 0.0670. (2) The peptide sequence is APTGMFVAAAKYMVI. The MHC is HLA-DPA10103-DPB10401 with pseudo-sequence HLA-DPA10103-DPB10401. The binding affinity (normalized) is 0.520. (3) The peptide sequence is YRKGLGNFVQTDRKS. The MHC is DRB1_1302 with pseudo-sequence DRB1_1302. The binding affinity (normalized) is 0.178. (4) The peptide sequence is PEEIKQLQQFQKEDA. The MHC is DRB1_0802 with pseudo-sequence DRB1_0802. The binding affinity (normalized) is 0.237. (5) The peptide sequence is FTVQEMVALSGAHTL. The MHC is HLA-DPA10103-DPB10401 with pseudo-sequence HLA-DPA10103-DPB10401. The binding affinity (normalized) is 0.170. (6) The binding affinity (normalized) is 0.271. The MHC is HLA-DQA10103-DQB10603 with pseudo-sequence HLA-DQA10103-DQB10603. The peptide sequence is WMTTEDMLEVWNRVW.